This data is from Forward reaction prediction with 1.9M reactions from USPTO patents (1976-2016). The task is: Predict the product of the given reaction. (1) Given the reactants [F:1][C:2]1[CH:20]=[CH:19][C:5]([CH2:6][NH:7][C:8]([C:10]2[CH:15]=[C:14]([CH:16]=[O:17])[N:13]=[C:12]([CH3:18])[N:11]=2)=[O:9])=[CH:4][C:3]=1[O:21][CH3:22].[CH3:23][Mg]Br, predict the reaction product. The product is: [F:1][C:2]1[CH:20]=[CH:19][C:5]([CH2:6][NH:7][C:8]([C:10]2[CH:15]=[C:14]([CH:16]([OH:17])[CH3:23])[N:13]=[C:12]([CH3:18])[N:11]=2)=[O:9])=[CH:4][C:3]=1[O:21][CH3:22]. (2) Given the reactants C[O-].[Na+].[CH3:4][O:5][C:6]1[CH:11]=[CH:10][CH:9]=[CH:8][C:7]=1[C:12]([NH2:14])=[NH:13].O=[C:16]1[CH2:22][CH2:21][N:20]([C:23]([O:25][C:26]([CH3:29])([CH3:28])[CH3:27])=[O:24])[CH2:19][CH2:18][CH:17]1[C:30](OCC)=[O:31], predict the reaction product. The product is: [CH3:4][O:5][C:6]1[CH:11]=[CH:10][CH:9]=[CH:8][C:7]=1[C:12]1[NH:14][C:16]2[CH2:22][CH2:21][N:20]([C:23]([O:25][C:26]([CH3:28])([CH3:27])[CH3:29])=[O:24])[CH2:19][CH2:18][C:17]=2[C:30](=[O:31])[N:13]=1. (3) Given the reactants [CH:1]([C:3]1[CH:15]=[CH:14][C:13]([O:16][CH2:17][C:18]2[C:19]([CH3:30])=[C:20]([C:24]3[CH:29]=[CH:28][CH:27]=[CH:26][CH:25]=3)[CH:21]=[CH:22][CH:23]=2)=[CH:12][C:4]=1[O:5][CH2:6][CH2:7][CH2:8][CH2:9][C:10]#[N:11])=O.[NH2:31][CH2:32][C@@H:33]([OH:38])[CH2:34][C:35]([OH:37])=[O:36].C([BH3-])#N.[Na+], predict the reaction product. The product is: [C:10]([CH2:9][CH2:8][CH2:7][CH2:6][O:5][C:4]1[CH:12]=[C:13]([O:16][CH2:17][C:18]2[C:19]([CH3:30])=[C:20]([C:24]3[CH:29]=[CH:28][CH:27]=[CH:26][CH:25]=3)[CH:21]=[CH:22][CH:23]=2)[CH:14]=[CH:15][C:3]=1[CH2:1][NH:31][CH2:32][C@@H:33]([OH:38])[CH2:34][C:35]([OH:37])=[O:36])#[N:11]. (4) The product is: [CH2:24]([N:31]1[CH2:35][C:34]([CH2:1][OH:2])([C:36]([O:38][CH2:39][CH3:40])=[O:37])[C:33](=[O:41])[CH2:32]1)[C:25]1[CH:26]=[CH:27][CH:28]=[CH:29][CH:30]=1. Given the reactants [CH3:1][O:2]N=C1C(COS(C)(=O)=O)(CO)CN(CC2C=CC=CC=2)C1.[CH2:24]([N:31]1[CH2:35][CH:34]([C:36]([O:38][CH2:39][CH3:40])=[O:37])[C:33](=[O:41])[CH2:32]1)[C:25]1[CH:30]=[CH:29][CH:28]=[CH:27][CH:26]=1.[OH-].[Na+].C=O, predict the reaction product. (5) Given the reactants [NH2:1][C:2]1[C:11]2[C:6](=[C:7](I)[C:8]([F:12])=[CH:9][CH:10]=2)[N:5]=[N:4][C:3]=1[C:14]([NH:16][CH:17]1[CH2:19][CH2:18]1)=[O:15].[CH3:20][O:21][C:22]1[CH:27]=[C:26]([O:28][CH3:29])[CH:25]=[CH:24][C:23]=1B(O)O, predict the reaction product. The product is: [NH2:1][C:2]1[C:11]2[C:6](=[C:7]([C:25]3[CH:24]=[CH:23][C:22]([O:21][CH3:20])=[CH:27][C:26]=3[O:28][CH3:29])[C:8]([F:12])=[CH:9][CH:10]=2)[N:5]=[N:4][C:3]=1[C:14]([NH:16][CH:17]1[CH2:19][CH2:18]1)=[O:15]. (6) Given the reactants [NH2:1][CH2:2][CH2:3][CH:4]([C:6]1[CH:11]=[CH:10][CH:9]=[C:8](/[CH:12]=[CH:13]/[C:14]2[C:19]([Cl:20])=[CH:18][CH:17]=[CH:16][C:15]=2[Cl:21])[CH:7]=1)[OH:5].[C:22](O[C:22]([O:24][C:25]([CH3:28])([CH3:27])[CH3:26])=[O:23])([O:24][C:25]([CH3:28])([CH3:27])[CH3:26])=[O:23], predict the reaction product. The product is: [Cl:21][C:15]1[CH:16]=[CH:17][CH:18]=[C:19]([Cl:20])[C:14]=1/[CH:13]=[CH:12]/[C:8]1[CH:7]=[C:6]([C:4](=[O:5])[CH2:3][CH2:2][NH:1][C:22](=[O:23])[O:24][C:25]([CH3:28])([CH3:27])[CH3:26])[CH:11]=[CH:10][CH:9]=1. (7) Given the reactants [NH2:1][C:2]1[N:10]=[C:9]2[C:5]([N:6]=[CH:7][N:8]2[CH2:11][CH2:12]O)=[CH:4][N:3]=1.C(Br)(Br)(Br)[Br:15].C1(P(C2C=CC=CC=2)C2C=CC=CC=2)C=CC=CC=1.O, predict the reaction product. The product is: [NH2:1][C:2]1[N:10]=[C:9]2[C:5]([N:6]=[CH:7][N:8]2[CH2:11][CH2:12][Br:15])=[CH:4][N:3]=1. (8) Given the reactants [NH:1]([C:8]1[CH:17]=[N:16][C:15]2[C:10](=[CH:11][CH:12]=[C:13]([OH:18])[CH:14]=2)[N:9]=1)[C:2]1[CH:7]=[CH:6][CH:5]=[CH:4][CH:3]=1.O[C@H:20]1[CH2:24][CH2:23][O:22][CH2:21]1.CCOC(/N=N/C(OCC)=O)=O, predict the reaction product. The product is: [C:2]1([NH:1][C:8]2[CH:17]=[N:16][C:15]3[C:10](=[CH:11][CH:12]=[C:13]([O:18][C@@H:20]4[CH2:24][CH2:23][O:22][CH2:21]4)[CH:14]=3)[N:9]=2)[CH:3]=[CH:4][CH:5]=[CH:6][CH:7]=1. (9) Given the reactants [Cl:1][C:2]1[CH:3]=[C:4]([NH:17][C:18]2[C:19]3[C:26]4[CH:27]=[CH:28][C:29](/[CH:31]=[CH:32]/[C:33]([O:35]C)=[O:34])=[CH:30][C:25]=4[S:24][C:20]=3[N:21]=[CH:22][N:23]=2)[CH:5]=[CH:6][C:7]=1[O:8][CH2:9][C:10]1[CH:15]=[CH:14][CH:13]=[C:12]([F:16])[CH:11]=1.C(O)C.[OH-].[Li+], predict the reaction product. The product is: [Cl:1][C:2]1[CH:3]=[C:4]([NH:17][C:18]2[C:19]3[C:26]4[CH:27]=[CH:28][C:29](/[CH:31]=[CH:32]/[C:33]([OH:35])=[O:34])=[CH:30][C:25]=4[S:24][C:20]=3[N:21]=[CH:22][N:23]=2)[CH:5]=[CH:6][C:7]=1[O:8][CH2:9][C:10]1[CH:15]=[CH:14][CH:13]=[C:12]([F:16])[CH:11]=1.